From a dataset of Full USPTO retrosynthesis dataset with 1.9M reactions from patents (1976-2016). Predict the reactants needed to synthesize the given product. (1) Given the product [CH3:5][C:6]1[S:7][C:8]([C:11]2[NH:13][C:26]([CH3:28])=[C:25]([C:24]([O:30][CH2:31][CH3:32])=[O:29])[CH:17]([C:16]3[CH:19]=[CH:20][C:21]([F:23])=[CH:22][C:15]=3[Cl:14])[N:12]=2)=[CH:9][N:10]=1, predict the reactants needed to synthesize it. The reactants are: C(O)(=O)C.[CH3:5][C:6]1[S:7][C:8]([C:11]([NH2:13])=[NH:12])=[CH:9][N:10]=1.[Cl:14][C:15]1[CH:22]=[C:21]([F:23])[CH:20]=[CH:19][C:16]=1[CH:17]=O.[C:24]([O:30][CH2:31][CH3:32])(=[O:29])[CH2:25][C:26]([CH3:28])=O.C([O-])(=O)C.[Na+]. (2) Given the product [F:1][C:2]([F:7])([F:6])[C:3]([OH:5])=[O:4].[CH2:21]([C:9]1([OH:8])[CH2:13][CH2:12][NH:11][CH2:10]1)[C:22]([CH3:25])([CH3:24])[CH3:23], predict the reactants needed to synthesize it. The reactants are: [F:1][C:2]([F:7])([F:6])[C:3]([OH:5])=[O:4].[OH:8][C:9]1([CH2:21][C:22]([CH3:25])([CH3:24])[CH3:23])[CH2:13][CH2:12][N:11](C(OC(C)(C)C)=O)[CH2:10]1. (3) Given the product [Cl:1][C:2]1[CH:6]=[CH:5][S:4][C:3]=1[C:7]1[O:8][CH:17]=[C:16]([C:15]2[CH:20]=[CH:21][C:12]([C:11]([F:10])([F:22])[F:23])=[CH:13][CH:14]=2)[N:9]=1, predict the reactants needed to synthesize it. The reactants are: [Cl:1][C:2]1[CH:6]=[CH:5][S:4][C:3]=1[C:7]([NH2:9])=[O:8].[F:10][C:11]([F:23])([F:22])[C:12]1[CH:21]=[CH:20][C:15]([C:16](=O)[CH2:17]Br)=[CH:14][CH:13]=1. (4) The reactants are: Br[C:2]1[C:3](=[O:17])[N:4]([CH3:16])[C:5](=[O:15])[N:6]([CH2:8][CH2:9][CH2:10][CH2:11][CH2:12][CH2:13][CH3:14])[N:7]=1.[NH2:18][CH2:19][CH2:20][C:21]1[CH:22]=[C:23]([CH:33]=[CH:34][CH:35]=1)[O:24][C:25]([CH3:32])([CH3:31])[C:26]([O:28][CH2:29][CH3:30])=[O:27]. Given the product [CH2:8]([N:6]1[C:5](=[O:15])[N:4]([CH3:16])[C:3](=[O:17])[C:2]([NH:18][CH2:19][CH2:20][C:21]2[CH:22]=[C:23]([CH:33]=[CH:34][CH:35]=2)[O:24][C:25]([CH3:32])([CH3:31])[C:26]([O:28][CH2:29][CH3:30])=[O:27])=[N:7]1)[CH2:9][CH2:10][CH2:11][CH2:12][CH2:13][CH3:14], predict the reactants needed to synthesize it. (5) Given the product [CH3:15][C:16]1([N:29]2[CH2:34][CH2:33][N:32]([CH:7]3[C:6]4[C:10](=[CH:11][C:3]([C:2]([F:13])([F:14])[F:1])=[CH:4][CH:5]=4)[C:9](=[O:12])[CH2:8]3)[CH:31]([CH3:35])[CH2:30]2)[CH2:21][CH2:20][N:19]([C:22]([O:24][C:25]([CH3:26])([CH3:27])[CH3:28])=[O:23])[CH2:18][CH2:17]1, predict the reactants needed to synthesize it. The reactants are: [F:1][C:2]([F:14])([F:13])[C:3]1[CH:11]=[C:10]2[C:6]([CH:7]=[CH:8][C:9]2=[O:12])=[CH:5][CH:4]=1.[CH3:15][C:16]1([N:29]2[CH2:34][CH2:33][NH:32][CH:31]([CH3:35])[CH2:30]2)[CH2:21][CH2:20][N:19]([C:22]([O:24][C:25]([CH3:28])([CH3:27])[CH3:26])=[O:23])[CH2:18][CH2:17]1. (6) Given the product [C:5]1([C:9]2[CH:18]=[C:17]([CH:16]=[CH:11][CH:10]=2)[C:22]([C:21]2[CH:25]=[CH:26][CH:27]=[CH:28][C:20]=2[C:19]([OH:24])=[O:29])=[O:23])[CH:6]=[CH:7][CH:8]=[CH:3][CH:4]=1, predict the reactants needed to synthesize it. The reactants are: [Mg].Br[C:3]1[CH:4]=[C:5]([C:9]2[CH:18]=[CH:17][C:16]3[C:11](=CC=CC=3)[CH:10]=2)[CH:6]=[CH:7][CH:8]=1.[C:19]1(=[O:29])[O:24][C:22](=[O:23])[C:21]2=[CH:25][CH:26]=[CH:27][CH:28]=[C:20]12.Cl. (7) Given the product [Cl:27][C:28]1[CH:35]=[CH:34][C:31]([CH2:32][NH:1][C:2]2[CH:3]=[C:4]([N:8]3[C:12]4[CH:13]=[CH:14][C:15]([C:17]([NH:19][CH2:20][C:21]5[CH:22]=[N:23][CH:24]=[CH:25][CH:26]=5)=[O:18])=[CH:16][C:11]=4[N:10]=[CH:9]3)[CH:5]=[CH:6][CH:7]=2)=[CH:30][CH:29]=1, predict the reactants needed to synthesize it. The reactants are: [NH2:1][C:2]1[CH:3]=[C:4]([N:8]2[C:12]3[CH:13]=[CH:14][C:15]([C:17]([NH:19][CH2:20][C:21]4[CH:22]=[N:23][CH:24]=[CH:25][CH:26]=4)=[O:18])=[CH:16][C:11]=3[N:10]=[CH:9]2)[CH:5]=[CH:6][CH:7]=1.[Cl:27][C:28]1[CH:35]=[CH:34][C:31]([CH:32]=O)=[CH:30][CH:29]=1.